From a dataset of Full USPTO retrosynthesis dataset with 1.9M reactions from patents (1976-2016). Predict the reactants needed to synthesize the given product. (1) Given the product [Cl:2][C:3]1[CH:4]=[C:5]([NH:18][C:19]2[C:20]3[N:27]([S:44]([C:38]4[CH:39]=[CH:40][C:41]([O:42][CH3:43])=[C:36]([O:35][CH3:34])[CH:37]=4)(=[O:46])=[O:45])[CH:26]=[CH:25][C:21]=3[N:22]=[CH:23][N:24]=2)[CH:6]=[CH:7][C:8]=1[O:9][CH2:10][C:11]1[CH:16]=[CH:15][CH:14]=[C:13]([F:17])[CH:12]=1, predict the reactants needed to synthesize it. The reactants are: Cl.[Cl:2][C:3]1[CH:4]=[C:5]([NH:18][C:19]2[C:20]3[NH:27][CH:26]=[CH:25][C:21]=3[N:22]=[CH:23][N:24]=2)[CH:6]=[CH:7][C:8]=1[O:9][CH2:10][C:11]1[CH:16]=[CH:15][CH:14]=[C:13]([F:17])[CH:12]=1.C(=O)([O-])[O-].[K+].[K+].[CH3:34][O:35][C:36]1[CH:37]=[C:38]([S:44](Cl)(=[O:46])=[O:45])[CH:39]=[CH:40][C:41]=1[O:42][CH3:43]. (2) Given the product [Cl:1][C:2]1[C:10]2[N:9]=[C:8]([NH:11][C:12]3[C:13]([CH3:19])=[N:14][N:15]([CH3:18])[C:16]=3[CH3:17])[N:7]([CH2:20][CH2:21][CH2:22][CH2:23][OH:24])[C:6]=2[C:5]([CH:28]([CH2:31][CH3:32])[CH2:29][CH3:30])=[CH:4][CH:3]=1, predict the reactants needed to synthesize it. The reactants are: [Cl:1][C:2]1[C:10]2[N:9]=[C:8]([NH:11][C:12]3[C:13]([CH3:19])=[N:14][N:15]([CH3:18])[C:16]=3[CH3:17])[N:7]([CH2:20][CH2:21][CH2:22][C:23](OCC)=[O:24])[C:6]=2[C:5]([CH:28]([CH2:31][CH3:32])[CH2:29][CH3:30])=[CH:4][CH:3]=1.[BH4-].[Li+].O. (3) Given the product [C:24]([NH:27][C:28]1[CH:29]=[C:30]([NH:31]/[C:4](=[C:11]2\[C:12](=[O:23])[NH:13][C:14]3[C:19]\2=[CH:18][C:17]([N+:20]([O-:22])=[O:21])=[CH:16][CH:15]=3)/[C:5]2[CH:6]=[CH:7][CH:8]=[CH:9][CH:10]=2)[CH:32]=[CH:33][CH:34]=1)(=[O:26])[CH3:25], predict the reactants needed to synthesize it. The reactants are: C(O[C:4](=[C:11]1[C:19]2[C:14](=[CH:15][CH:16]=[C:17]([N+:20]([O-:22])=[O:21])[CH:18]=2)[NH:13][C:12]1=[O:23])[C:5]1[CH:10]=[CH:9][CH:8]=[CH:7][CH:6]=1)C.[C:24]([NH:27][C:28]1[CH:29]=[C:30]([CH:32]=[CH:33][CH:34]=1)[NH2:31])(=[O:26])[CH3:25]. (4) Given the product [CH2:1]([NH:8][C:9]1[N:14]2[N:15]=[CH:16][C:17]([C:18]([NH:41][S:38]([CH3:37])(=[O:40])=[O:39])=[O:19])=[C:13]2[N:12]=[CH:11][C:10]=1[C:21]([N:23]1[CH2:28][CH2:27][C:26]2([C:36]3[C:31](=[CH:32][CH:33]=[CH:34][CH:35]=3)[CH:30]=[CH:29]2)[CH2:25][CH2:24]1)=[O:22])[C:2]1[CH:7]=[CH:6][CH:5]=[CH:4][CH:3]=1, predict the reactants needed to synthesize it. The reactants are: [CH2:1]([NH:8][C:9]1[N:14]2[N:15]=[CH:16][C:17]([C:18](O)=[O:19])=[C:13]2[N:12]=[CH:11][C:10]=1[C:21]([N:23]1[CH2:28][CH2:27][C:26]2([C:36]3[C:31](=[CH:32][CH:33]=[CH:34][CH:35]=3)[CH:30]=[CH:29]2)[CH2:25][CH2:24]1)=[O:22])[C:2]1[CH:7]=[CH:6][CH:5]=[CH:4][CH:3]=1.[CH3:37][S:38]([NH2:41])(=[O:40])=[O:39].